From a dataset of Peptide-MHC class II binding affinity with 134,281 pairs from IEDB. Regression. Given a peptide amino acid sequence and an MHC pseudo amino acid sequence, predict their binding affinity value. This is MHC class II binding data. (1) The peptide sequence is LGHDGTVWAQSADFP. The MHC is DRB3_0202 with pseudo-sequence DRB3_0202. The binding affinity (normalized) is 0.105. (2) The peptide sequence is GLIIGIFAAMLATLP. The MHC is HLA-DQA10501-DQB10201 with pseudo-sequence HLA-DQA10501-DQB10201. The binding affinity (normalized) is 0.101. (3) The peptide sequence is RMMEYGTTMVSYQPL. The MHC is HLA-DPA10201-DPB11401 with pseudo-sequence HLA-DPA10201-DPB11401. The binding affinity (normalized) is 0.272.